This data is from Catalyst prediction with 721,799 reactions and 888 catalyst types from USPTO. The task is: Predict which catalyst facilitates the given reaction. Reactant: [Li+].C[Si]([N-][Si](C)(C)C)(C)C.[Br:11][C:12]1[CH:13]=[CH:14][CH:15]=[C:16]2[C:21]=1[N:20]=[C:19](Cl)[N:18]=[CH:17]2.[NH2:23][C:24]1[CH:29]=[CH:28][CH:27]=[CH:26][CH:25]=1.[NH4+].[Cl-]. Product: [Br:11][C:12]1[CH:13]=[CH:14][CH:15]=[C:16]2[C:21]=1[N:20]=[C:19]([NH:23][C:24]1[CH:29]=[CH:28][CH:27]=[CH:26][CH:25]=1)[N:18]=[CH:17]2. The catalyst class is: 1.